This data is from CYP3A4 inhibition data for predicting drug metabolism from PubChem BioAssay. The task is: Regression/Classification. Given a drug SMILES string, predict its absorption, distribution, metabolism, or excretion properties. Task type varies by dataset: regression for continuous measurements (e.g., permeability, clearance, half-life) or binary classification for categorical outcomes (e.g., BBB penetration, CYP inhibition). Dataset: cyp3a4_veith. The compound is O=C(O)C(=O)/C=C(\O)c1ccc(Br)cc1. The result is 0 (non-inhibitor).